The task is: Predict the reaction yield, written as a fraction of the theoretical maximum amount of product (1.0 means a 100% yield; for example, 0.34 means a 34% yield).. This data is from Reaction yield outcomes from USPTO patents with 853,638 reactions. (1) The reactants are [Cl:1][C:2]1[CH:11]=[CH:10][CH:9]=[C:8]2[C:3]=1[N:4]=[C:5]([C:21]([O:23]CC)=[O:22])[C:6](=[O:20])[N:7]2[C:12]1[CH:17]=[CH:16][C:15]([O:18][CH3:19])=[CH:14][CH:13]=1.[OH-].[Na+].Cl. The catalyst is C(O)C. The product is [Cl:1][C:2]1[CH:11]=[CH:10][CH:9]=[C:8]2[C:3]=1[N:4]=[C:5]([C:21]([OH:23])=[O:22])[C:6](=[O:20])[N:7]2[C:12]1[CH:13]=[CH:14][C:15]([O:18][CH3:19])=[CH:16][CH:17]=1. The yield is 0.940. (2) The yield is 0.270. The product is [CH2:11]([O:13][C:14](=[O:34])[C:15]1[CH:20]=[C:19]([N:21]2[C:25]([CH3:26])=[CH:24][CH:23]=[C:22]2[C:27]2[CH:32]=[CH:31][CH:30]=[CH:29][C:28]=2[O:33][CH2:4][C:3]2[CH:6]=[CH:7][C:8]([F:10])=[CH:9][C:2]=2[F:1])[CH:18]=[N:17][CH:16]=1)[CH3:12]. The reactants are [F:1][C:2]1[CH:9]=[C:8]([F:10])[CH:7]=[CH:6][C:3]=1[CH2:4]Br.[CH2:11]([O:13][C:14](=[O:34])[C:15]1[CH:20]=[C:19]([N:21]2[C:25]([CH3:26])=[CH:24][CH:23]=[C:22]2[C:27]2[CH:32]=[CH:31][CH:30]=[CH:29][C:28]=2[OH:33])[CH:18]=[N:17][CH:16]=1)[CH3:12].C([O-])([O-])=O.[K+].[K+]. The catalyst is CN(C=O)C.CCOC(C)=O. (3) The reactants are [NH2:1][C:2]1[C:3]([C:20]2[O:24][C:23]([C:25](OCC)=[O:26])=[N:22][N:21]=2)=[N:4][C:5]([C:8]2[CH:13]=[CH:12][C:11]([S:14]([CH:17]([CH3:19])[CH3:18])(=[O:16])=[O:15])=[CH:10][CH:9]=2)=[CH:6][N:7]=1.[NH2:30][CH:31]1[CH2:35][CH2:34][N:33](C(OC(C)(C)C)=O)[CH2:32]1. The catalyst is C(O)C. The product is [NH2:1][C:2]1[C:3]([C:20]2[O:24][C:23]([C:25]([NH:30][CH:31]3[CH2:35][CH2:34][NH:33][CH2:32]3)=[O:26])=[N:22][N:21]=2)=[N:4][C:5]([C:8]2[CH:13]=[CH:12][C:11]([S:14]([CH:17]([CH3:19])[CH3:18])(=[O:15])=[O:16])=[CH:10][CH:9]=2)=[CH:6][N:7]=1. The yield is 0.410. (4) The reactants are [F:1][C:2]1[CH:3]=[C:4]([CH:31]=[CH:32][C:33]=1[NH:34][C:35]([C:37]1([C:40](=[O:49])[NH:41][C:42]2[CH:47]=[CH:46][C:45]([F:48])=[CH:44][CH:43]=2)[CH2:39][CH2:38]1)=[O:36])[O:5][C:6]1[CH:11]=[CH:10][N:9]=[C:8]([N:12](C(OC2C=CC=CC=2)=O)[C:13](=O)[O:14]C2C=CC=CC=2)[CH:7]=1.Cl.Cl.[N:52]1([CH:56]2[CH2:61][CH2:60][NH:59][CH2:58][CH2:57]2)[CH2:55][CH2:54][CH2:53]1.C(N(CC)CC)C.O. The catalyst is CN(C)C=O. The product is [N:52]1([CH:56]2[CH2:61][CH2:60][N:59]([C:13]([NH:12][C:8]3[CH:7]=[C:6]([O:5][C:4]4[CH:31]=[CH:32][C:33]([NH:34][C:35]([C:37]5([C:40]([NH:41][C:42]6[CH:43]=[CH:44][C:45]([F:48])=[CH:46][CH:47]=6)=[O:49])[CH2:39][CH2:38]5)=[O:36])=[C:2]([F:1])[CH:3]=4)[CH:11]=[CH:10][N:9]=3)=[O:14])[CH2:58][CH2:57]2)[CH2:55][CH2:54][CH2:53]1. The yield is 0.517.